This data is from Forward reaction prediction with 1.9M reactions from USPTO patents (1976-2016). The task is: Predict the product of the given reaction. (1) Given the reactants [CH:1]([C:3]1[CH:4]=[CH:5][C:6]([OH:12])=[C:7]([CH:11]=1)[C:8]([OH:10])=[O:9])=O.[CH2:13]([N:20]1[C:24](=[O:25])[CH2:23][NH:22][C:21]1=[O:26])[C:14]1[CH:19]=[CH:18][CH:17]=[CH:16][CH:15]=1.NCCO.Cl, predict the reaction product. The product is: [CH2:13]([N:20]1[C:24](=[O:25])/[C:23](=[CH:1]/[C:3]2[CH:4]=[CH:5][C:6]([OH:12])=[C:7]([CH:11]=2)[C:8]([OH:10])=[O:9])/[NH:22][C:21]1=[O:26])[C:14]1[CH:15]=[CH:16][CH:17]=[CH:18][CH:19]=1. (2) Given the reactants [NH2:1][C:2]1[N:6]([C:7]2[C:12]([Cl:13])=[CH:11][C:10]([C:14]([F:17])([F:16])[F:15])=[CH:9][C:8]=2[Cl:18])[N:5]=[C:4]([C:19](=[NH:23])[NH:20][O:21][CH3:22])[C:3]=1[S:24]([CH3:26])=[O:25].[CH3:27]C(C)([O-])C.[K+].IC, predict the reaction product. The product is: [NH2:1][C:2]1[N:6]([C:7]2[C:12]([Cl:13])=[CH:11][C:10]([C:14]([F:17])([F:16])[F:15])=[CH:9][C:8]=2[Cl:18])[N:5]=[C:4]([C:19](=[N:23][CH3:27])[NH:20][O:21][CH3:22])[C:3]=1[S:24]([CH3:26])=[O:25]. (3) Given the reactants [CH2:1]([C:3]1[C:11]2[C:6](=[CH:7][CH:8]=[CH:9][CH:10]=2)[NH:5][C:4]=1[C:12]1[CH:17]=[C:16]([C:18]2[CH:23]=[CH:22][N:21]=[CH:20][CH:19]=2)[N:15]=[N:14][C:13]=1[O:24]C)[CH3:2].C(#N)C.O.C(O)=O, predict the reaction product. The product is: [CH2:1]([C:3]1[C:11]2[C:6](=[CH:7][CH:8]=[CH:9][CH:10]=2)[NH:5][C:4]=1[C:12]1[C:13](=[O:24])[NH:14][N:15]=[C:16]([C:18]2[CH:23]=[CH:22][N:21]=[CH:20][CH:19]=2)[CH:17]=1)[CH3:2].